From a dataset of Peptide-MHC class I binding affinity with 185,985 pairs from IEDB/IMGT. Regression. Given a peptide amino acid sequence and an MHC pseudo amino acid sequence, predict their binding affinity value. This is MHC class I binding data. The peptide sequence is VLEWRFDSRL. The MHC is HLA-A01:01 with pseudo-sequence HLA-A01:01. The binding affinity (normalized) is 0.